The task is: Regression. Given two drug SMILES strings and cell line genomic features, predict the synergy score measuring deviation from expected non-interaction effect.. This data is from NCI-60 drug combinations with 297,098 pairs across 59 cell lines. (1) Drug 1: CN(C)C1=NC(=NC(=N1)N(C)C)N(C)C. Drug 2: CC(C)(C#N)C1=CC(=CC(=C1)CN2C=NC=N2)C(C)(C)C#N. Cell line: SNB-19. Synergy scores: CSS=-6.05, Synergy_ZIP=0.0357, Synergy_Bliss=-6.03, Synergy_Loewe=-6.65, Synergy_HSA=-7.67. (2) Drug 1: C1CN(P(=O)(OC1)NCCCl)CCCl. Drug 2: C(CCl)NC(=O)N(CCCl)N=O. Cell line: U251. Synergy scores: CSS=10.3, Synergy_ZIP=-7.12, Synergy_Bliss=-1.69, Synergy_Loewe=-18.8, Synergy_HSA=-1.44. (3) Drug 1: CC12CCC3C(C1CCC2=O)CC(=C)C4=CC(=O)C=CC34C. Drug 2: COC1=C2C(=CC3=C1OC=C3)C=CC(=O)O2. Cell line: SK-MEL-28. Synergy scores: CSS=27.2, Synergy_ZIP=2.28, Synergy_Bliss=2.24, Synergy_Loewe=0.211, Synergy_HSA=-0.133. (4) Drug 1: C1C(C(OC1N2C=NC(=NC2=O)N)CO)O. Drug 2: COCCOC1=C(C=C2C(=C1)C(=NC=N2)NC3=CC=CC(=C3)C#C)OCCOC.Cl. Cell line: A498. Synergy scores: CSS=-3.85, Synergy_ZIP=7.50, Synergy_Bliss=12.7, Synergy_Loewe=-13.8, Synergy_HSA=-9.87. (5) Drug 1: CC12CCC(CC1=CCC3C2CCC4(C3CC=C4C5=CN=CC=C5)C)O. Drug 2: C1=CC(=CC=C1CCCC(=O)O)N(CCCl)CCCl. Cell line: NCI-H460. Synergy scores: CSS=31.3, Synergy_ZIP=0.416, Synergy_Bliss=-1.05, Synergy_Loewe=-7.11, Synergy_HSA=-1.77. (6) Drug 1: CNC(=O)C1=CC=CC=C1SC2=CC3=C(C=C2)C(=NN3)C=CC4=CC=CC=N4. Drug 2: CN(C)N=NC1=C(NC=N1)C(=O)N. Cell line: PC-3. Synergy scores: CSS=1.26, Synergy_ZIP=0.509, Synergy_Bliss=-3.14, Synergy_Loewe=-6.22, Synergy_HSA=-5.92. (7) Drug 1: C1=NC2=C(N=C(N=C2N1C3C(C(C(O3)CO)O)O)F)N. Drug 2: CC1C(C(CC(O1)OC2CC(CC3=C2C(=C4C(=C3O)C(=O)C5=C(C4=O)C(=CC=C5)OC)O)(C(=O)CO)O)N)O.Cl. Cell line: NCI-H460. Synergy scores: CSS=29.6, Synergy_ZIP=-0.146, Synergy_Bliss=-1.69, Synergy_Loewe=-34.4, Synergy_HSA=-2.88. (8) Synergy scores: CSS=42.8, Synergy_ZIP=-0.281, Synergy_Bliss=-1.37, Synergy_Loewe=-31.7, Synergy_HSA=-2.12. Cell line: CCRF-CEM. Drug 1: CCCS(=O)(=O)NC1=C(C(=C(C=C1)F)C(=O)C2=CNC3=C2C=C(C=N3)C4=CC=C(C=C4)Cl)F. Drug 2: C1=NC2=C(N=C(N=C2N1C3C(C(C(O3)CO)O)F)Cl)N. (9) Drug 1: C1C(C(OC1N2C=NC3=C(N=C(N=C32)Cl)N)CO)O. Drug 2: C1=NNC2=C1C(=O)NC=N2. Cell line: RPMI-8226. Synergy scores: CSS=37.0, Synergy_ZIP=-1.96, Synergy_Bliss=-5.52, Synergy_Loewe=-14.3, Synergy_HSA=-5.19. (10) Drug 1: C1=CC(=CC=C1C#N)C(C2=CC=C(C=C2)C#N)N3C=NC=N3. Drug 2: C1CN(CCN1C(=O)CCBr)C(=O)CCBr. Cell line: SR. Synergy scores: CSS=52.9, Synergy_ZIP=-0.799, Synergy_Bliss=-1.64, Synergy_Loewe=-1.39, Synergy_HSA=-0.600.